This data is from Reaction yield outcomes from USPTO patents with 853,638 reactions. The task is: Predict the reaction yield, written as a fraction of the theoretical maximum amount of product (1.0 means a 100% yield; for example, 0.34 means a 34% yield). (1) The reactants are Cl[C:2]1[N:7]=[CH:6][C:5]([S:8]([NH2:11])(=[O:10])=[O:9])=[CH:4][CH:3]=1.[CH3:12][NH:13][CH3:14]. No catalyst specified. The product is [CH3:12][N:13]([CH3:14])[C:2]1[N:7]=[CH:6][C:5]([S:8]([NH2:11])(=[O:10])=[O:9])=[CH:4][CH:3]=1. The yield is 0.950. (2) The reactants are [C:1]([C:10]1[C:11]([C:15]2[CH:16]=[N:17][CH:18]=[CH:19][CH:20]=2)=[N:12][NH:13][CH:14]=1)#[C:2][CH2:3][CH2:4][CH2:5][CH2:6][CH2:7][CH2:8][CH3:9].[CH3:21]SC1C(C2C=NC=CC=2)=NNC=1. No catalyst specified. The product is [C:1]([C:10]1[C:11]([C:15]2[CH2:16][N:17]([CH3:21])[CH2:18][CH2:19][CH:20]=2)=[N:12][NH:13][CH:14]=1)#[C:2][CH2:3][CH2:4][CH2:5][CH2:6][CH2:7][CH2:8][CH3:9]. The yield is 0.790.